Dataset: Full USPTO retrosynthesis dataset with 1.9M reactions from patents (1976-2016). Task: Predict the reactants needed to synthesize the given product. (1) Given the product [Br:1][C:2]1[CH:3]=[CH:4][C:5]([C:8]([NH:36][C:34]2[CH:33]=[CH:32][C:29]3[CH2:30][CH2:31][N:25]([CH:21]4[CH2:22][CH2:23][CH2:24]4)[CH2:26][CH2:27][C:28]=3[CH:35]=2)=[O:10])=[N:6][CH:7]=1, predict the reactants needed to synthesize it. The reactants are: [Br:1][C:2]1[CH:3]=[CH:4][C:5]([C:8]([OH:10])=O)=[N:6][CH:7]=1.ON1C2C=CC=CC=2N=N1.[CH:21]1([N:25]2[CH2:31][CH2:30][C:29]3[CH:32]=[CH:33][C:34]([NH2:36])=[CH:35][C:28]=3[CH2:27][CH2:26]2)[CH2:24][CH2:23][CH2:22]1. (2) Given the product [CH2:1]([C@@:4]1([CH3:34])[CH2:9][C@H:8]([C:10]2[CH:15]=[CH:14][CH:13]=[C:12]([Cl:16])[CH:11]=2)[C@@H:7]([C:17]2[CH:18]=[CH:19][C:20]([Cl:23])=[CH:21][CH:22]=2)[N:6]([C@@H:24]([CH2:31][CH3:32])[CH2:25][C:26]([CH:28]2[CH2:29][CH2:30]2)=[O:27])[C:5]1=[O:33])[CH:2]=[CH2:3], predict the reactants needed to synthesize it. The reactants are: [CH2:1]([C@@:4]1([CH3:34])[CH2:9][C@H:8]([C:10]2[CH:15]=[CH:14][CH:13]=[C:12]([Cl:16])[CH:11]=2)[C@@H:7]([C:17]2[CH:22]=[CH:21][C:20]([Cl:23])=[CH:19][CH:18]=2)[N:6]([CH:24]([CH2:31][CH3:32])[CH2:25][C@@H:26]([CH:28]2[CH2:30][CH2:29]2)[OH:27])[C:5]1=[O:33])[CH:2]=[CH2:3].O.CC(OI1(OC(C)=O)(OC(C)=O)OC(=O)C2C=CC=CC1=2)=O.